This data is from Forward reaction prediction with 1.9M reactions from USPTO patents (1976-2016). The task is: Predict the product of the given reaction. (1) Given the reactants [OH:1][C:2]1[CH:3]=[C:4]([CH2:8][CH2:9][CH2:10][N:11]2[C:19](=[O:20])[C:18]3[C:13](=[CH:14][CH:15]=[CH:16][CH:17]=3)[C:12]2=[O:21])[CH:5]=[CH:6][CH:7]=1.[CH3:22][O:23][CH2:24][CH2:25]O, predict the reaction product. The product is: [CH3:22][O:23][CH2:24][CH2:25][O:1][C:2]1[CH:3]=[C:4]([CH2:8][CH2:9][CH2:10][N:11]2[C:19](=[O:20])[C:18]3[C:13](=[CH:14][CH:15]=[CH:16][CH:17]=3)[C:12]2=[O:21])[CH:5]=[CH:6][CH:7]=1. (2) Given the reactants [Li+].[OH-].O.[CH:4]1[C:13]2[C:8](=[CH:9][CH:10]=[CH:11][CH:12]=2)[CH:7]=[CH:6][C:5]=1[S:14]([NH:17][CH:18]([C:24]1[CH:29]=[CH:28][CH:27]=[CH:26][CH:25]=1)[CH2:19][C:20]([O:22]C)=[O:21])(=[O:16])=[O:15], predict the reaction product. The product is: [CH:4]1[C:13]2[C:8](=[CH:9][CH:10]=[CH:11][CH:12]=2)[CH:7]=[CH:6][C:5]=1[S:14]([NH:17][CH:18]([C:24]1[CH:29]=[CH:28][CH:27]=[CH:26][CH:25]=1)[CH2:19][C:20]([OH:22])=[O:21])(=[O:15])=[O:16].